Predict which catalyst facilitates the given reaction. From a dataset of Catalyst prediction with 721,799 reactions and 888 catalyst types from USPTO. (1) Reactant: [F:1][C:2]1[C:11]2[O:10][CH2:9][CH2:8][NH:7][C:6]=2[CH:5]=[CH:4][CH:3]=1.CC[C:14]([O-:16])=O.[NH3:17]. Product: [F:1][C:2]1[C:11]2[O:10][CH:9]([C:14]([NH2:17])=[O:16])[CH2:8][NH:7][C:6]=2[CH:5]=[CH:4][CH:3]=1. The catalyst class is: 8. (2) Reactant: [CH:1]1([NH2:9])[CH2:8][CH2:7][CH2:6][CH2:5][CH2:4][CH2:3][CH2:2]1.[CH3:10][N:11]([CH3:25])[C:12]1([C:19]2[CH:24]=[CH:23][CH:22]=[CH:21][CH:20]=2)[CH2:17][CH2:16][C:15](=O)[CH2:14][CH2:13]1.ClCCCl.C(O)(=O)C. Product: [CH:1]1([NH:9][CH:15]2[CH2:14][CH2:13][C:12]([C:19]3[CH:20]=[CH:21][CH:22]=[CH:23][CH:24]=3)([N:11]([CH3:25])[CH3:10])[CH2:17][CH2:16]2)[CH2:8][CH2:7][CH2:6][CH2:5][CH2:4][CH2:3][CH2:2]1. The catalyst class is: 7. (3) Reactant: [NH:1]1[CH2:7][CH2:6][CH2:5][CH:4]([N:8]2[CH2:12][CH2:11][C@@H:10]([NH:13][C:14](=[O:29])[CH2:15][NH:16][C:17](=[O:28])[C:18]3[CH:23]=[CH:22][CH:21]=[C:20]([C:24]([F:27])([F:26])[F:25])[CH:19]=3)[CH2:9]2)[CH2:3][CH2:2]1.C([O-])([O-])=O.[K+].[K+].F[C:37]1[CH:52]=[CH:51][C:40]([C:41]([O:43][CH2:44][C:45]2[CH:50]=[CH:49][CH:48]=[CH:47][CH:46]=2)=[O:42])=[CH:39][CH:38]=1.C([O-])(O)=O.[Na+]. Product: [F:26][C:24]([F:27])([F:25])[C:20]1[CH:19]=[C:18]([CH:23]=[CH:22][CH:21]=1)[C:17]([NH:16][CH2:15][C:14]([NH:13][C@@H:10]1[CH2:11][CH2:12][N:8]([CH:4]2[CH2:5][CH2:6][CH2:7][N:1]([C:37]3[CH:52]=[CH:51][C:40]([C:41]([O:43][CH2:44][C:45]4[CH:50]=[CH:49][CH:48]=[CH:47][CH:46]=4)=[O:42])=[CH:39][CH:38]=3)[CH2:2][CH2:3]2)[CH2:9]1)=[O:29])=[O:28]. The catalyst class is: 633. (4) Reactant: [CH3:1][O:2][C:3](=[O:21])[C:4]1[CH:9]=[CH:8][N:7]=[C:6]([S:10][Si](C(C)C)(C(C)C)C(C)C)[CH:5]=1.[F-].C([N+](CCCC)(CCCC)CCCC)CCC.Cl[CH2:41][C:42](=[O:44])[CH3:43].CCN(C(C)C)C(C)C. Product: [CH3:1][O:2][C:3](=[O:21])[C:4]1[CH:9]=[CH:8][N:7]=[C:6]([S:10][CH2:41][C:42](=[O:44])[CH3:43])[CH:5]=1. The catalyst class is: 49.